Dataset: Peptide-MHC class I binding affinity with 185,985 pairs from IEDB/IMGT. Task: Regression. Given a peptide amino acid sequence and an MHC pseudo amino acid sequence, predict their binding affinity value. This is MHC class I binding data. (1) The peptide sequence is FVNHRFTLV. The MHC is HLA-A02:01 with pseudo-sequence HLA-A02:01. The binding affinity (normalized) is 0.472. (2) The peptide sequence is GVMTSCFLK. The MHC is HLA-A03:01 with pseudo-sequence HLA-A03:01. The binding affinity (normalized) is 0.703. (3) The peptide sequence is FVFDRPLPV. The MHC is HLA-A68:02 with pseudo-sequence HLA-A68:02. The binding affinity (normalized) is 0.964.